From a dataset of Forward reaction prediction with 1.9M reactions from USPTO patents (1976-2016). Predict the product of the given reaction. Given the reactants [CH3:1][CH2:2][CH:3]([N:5]1[N:10]=[CH:9][N:8]([C:11]2[CH:12]=[CH:13][C:14]([N:17]3[CH2:22][CH2:21][N:20]([C:23]4[CH:24]=[CH:25][C:26]([O:29][CH2:30][C@@H:31]5[O:35][C@:34]([C:42]6[CH:43]=[CH:44][C:45]([Cl:49])=[CH:46][C:47]=6[Cl:48])([CH2:36][N:37]6[N:41]=[CH:40][N:39]=[CH:38]6)[O:33][CH2:32]5)=[CH:27][CH:28]=4)[CH2:19][CH2:18]3)=[CH:15][CH:16]=2)[C:6]1=[O:7])[CH3:4].[ClH:50].[C:51]([OH:60])(=[O:59])[C@H:52]([C@@H:54]([C:56]([OH:58])=[O:57])[OH:55])[OH:53], predict the reaction product. The product is: [C:51]([OH:60])(=[O:59])[C@H:52]([C@@H:54]([C:56]([OH:58])=[O:57])[OH:55])[OH:53].[CH3:1][CH2:2][CH:3]([N:5]1[N:10]=[CH:9][N:8]([C:11]2[CH:16]=[CH:15][C:14]([N:17]3[CH2:22][CH2:21][N:20]([C:23]4[CH:28]=[CH:27][C:26]([O:29][CH2:30][C@@H:31]5[O:35][C@:34]([C:42]6[CH:43]=[CH:44][C:45]([Cl:49])=[CH:46][C:47]=6[Cl:48])([CH2:36][N:37]6[N:41]=[CH:40][N:39]=[CH:38]6)[O:33][CH2:32]5)=[CH:25][CH:24]=4)[CH2:19][CH2:18]3)=[CH:13][CH:12]=2)[C:6]1=[O:7])[CH3:4].[ClH:50].